Dataset: Forward reaction prediction with 1.9M reactions from USPTO patents (1976-2016). Task: Predict the product of the given reaction. (1) Given the reactants [Cl-].[Ce+3].[Cl-].[Cl-].C[Li].[CH2:7]([O:14][C:15]([NH:17][C@@H:18]1[CH2:23][CH2:22][C:21](=[O:24])[CH2:20][C@@H:19]1[NH:25][C:26]([O:28][CH2:29][C:30]1[CH:35]=[CH:34][CH:33]=[CH:32][CH:31]=1)=[O:27])=[O:16])[C:8]1[CH:13]=[CH:12][CH:11]=[CH:10][CH:9]=1.[C:36](O)(=O)C, predict the reaction product. The product is: [CH2:7]([O:14][C:15]([NH:17][C@@H:18]1[CH2:23][CH2:22][C:21]([OH:24])([CH3:36])[CH2:20][C@@H:19]1[NH:25][C:26]([O:28][CH2:29][C:30]1[CH:35]=[CH:34][CH:33]=[CH:32][CH:31]=1)=[O:27])=[O:16])[C:8]1[CH:9]=[CH:10][CH:11]=[CH:12][CH:13]=1. (2) Given the reactants C([O:3][C:4]([C:6]1[S:10][C:9]([NH:11][C:12]([C:14]2[CH:19]=[CH:18][N:17]=[CH:16][CH:15]=2)=[O:13])=[N:8][C:7]=1[C:20]1[O:21][CH:22]=[CH:23][CH:24]=1)=[O:5])C.[Na].[OH-].Cl, predict the reaction product. The product is: [C:4]([C:6]1[S:10][C:9]([NH:11][C:12]([C:14]2[CH:15]=[CH:16][N:17]=[CH:18][CH:19]=2)=[O:13])=[N:8][C:7]=1[C:20]1[O:21][CH:22]=[CH:23][CH:24]=1)([OH:5])=[O:3].